From a dataset of Forward reaction prediction with 1.9M reactions from USPTO patents (1976-2016). Predict the product of the given reaction. The product is: [CH3:41][S:42]([O:25][CH:23]1[CH2:24][N:21]([CH2:20][CH2:19][C@@H:18]([C:26]2[CH:31]=[CH:30][C:29]([Cl:32])=[C:28]([Cl:33])[CH:27]=2)[CH2:17][N:15]([C:13]([C:5]2[C:6]3[C:11](=[CH:10][CH:9]=[CH:8][CH:7]=3)[CH:12]=[C:3]([C:1]#[N:2])[CH:4]=2)=[O:14])[CH3:16])[CH2:22]1)(=[O:44])=[O:43]. Given the reactants [C:1]([C:3]1[CH:4]=[C:5]([C:13]([N:15]([CH2:17][C@H:18]([C:26]2[CH:31]=[CH:30][C:29]([Cl:32])=[C:28]([Cl:33])[CH:27]=2)[CH2:19][CH2:20][N:21]2[CH2:24][CH:23]([OH:25])[CH2:22]2)[CH3:16])=[O:14])[C:6]2[C:11]([CH:12]=1)=[CH:10][CH:9]=[CH:8][CH:7]=2)#[N:2].C(N(CC)CC)C.[CH3:41][S:42](Cl)(=[O:44])=[O:43], predict the reaction product.